From a dataset of Full USPTO retrosynthesis dataset with 1.9M reactions from patents (1976-2016). Predict the reactants needed to synthesize the given product. (1) Given the product [C:30]1([C:24]2[CH:25]=[CH:26][CH:27]=[CH:28][CH:29]=2)[CH:31]=[CH:32][C:33]([CH2:34][N:14]([CH2:13][CH2:12][CH2:11][N:10]([CH2:34][C:33]2[CH:36]=[CH:37][C:30]([C:24]3[CH:29]=[CH:28][CH:27]=[CH:26][CH:25]=3)=[CH:31][CH:32]=2)[C:8]([O:7][CH2:6][C:5]2[S:1][CH:2]=[N:3][CH:4]=2)=[O:9])[C:15](=[O:21])[O:16][C:17]([CH3:18])([CH3:20])[CH3:19])=[CH:36][CH:37]=1, predict the reactants needed to synthesize it. The reactants are: [S:1]1[C:5]([CH2:6][O:7][C:8]([NH:10][CH2:11][CH2:12][CH2:13][NH:14][C:15](=[O:21])[O:16][C:17]([CH3:20])([CH3:19])[CH3:18])=[O:9])=[CH:4][N:3]=[CH:2]1.[H-].[Na+].[C:24]1([C:30]2[CH:37]=[CH:36][C:33]([CH2:34]Br)=[CH:32][CH:31]=2)[CH:29]=[CH:28][CH:27]=[CH:26][CH:25]=1. (2) Given the product [C:33]12([C:15]3[CH:16]=[C:17]([C:7]4[C:8]5[C:13]([O:14][C:15]6[C:20]=4[CH:19]=[CH:18][C:17](=[O:21])[CH:16]=6)=[CH:12][C:11]([C:22]4[CH:27]=[CH:26][CH:25]=[CH:24][C:23]=4[C:28]([OH:30])=[O:29])=[CH:10][CH:9]=5)[CH:18]=[CH:19][C:20]=3[CH2:7][C:8]3[CH:9]=[CH:10][CH:11]=[CH:12][CH:13]=3)[CH2:40][CH:39]3[CH2:38][CH:37]([CH2:36][CH:35]([CH2:41]3)[CH2:34]1)[CH2:42]2, predict the reactants needed to synthesize it. The reactants are: FC(F)(F)S(O[C:7]1[C:8]2[C:13]([O:14][C:15]3[C:20]=1[CH:19]=[CH:18][C:17](=[O:21])[CH:16]=3)=[CH:12][C:11]([C:22]1[CH:27]=[CH:26][CH:25]=[CH:24][C:23]=1[C:28]([OH:30])=[O:29])=[CH:10][CH:9]=2)(=O)=O.[C:33]12(C3C=C(B(O)O)C=CC=3OCC3C=CC=CC=3)[CH2:42][CH:37]3[CH2:38][CH:39]([CH2:41][CH:35]([CH2:36]3)[CH2:34]1)[CH2:40]2.[Li+].[Cl-].C([O-])([O-])=O.[Na+].[Na+]. (3) Given the product [CH2:36]([NH:43][C:21](=[O:22])[CH2:20][CH2:19][N:16]1[CH2:15][CH2:14][CH:13]([CH2:12][NH:11][CH2:10][C@H:9]([O:8][Si:1]([C:4]([CH3:7])([CH3:5])[CH3:6])([CH3:2])[CH3:3])[C:24]2[CH:33]=[CH:32][C:31]([OH:34])=[C:30]3[C:25]=2[CH:26]=[CH:27][C:28](=[O:35])[NH:29]3)[CH2:18][CH2:17]1)[C:37]1[CH:42]=[CH:41][CH:40]=[CH:39][CH:38]=1, predict the reactants needed to synthesize it. The reactants are: [Si:1]([O:8][C@H:9]([C:24]1[CH:33]=[CH:32][C:31]([OH:34])=[C:30]2[C:25]=1[CH:26]=[CH:27][C:28](=[O:35])[NH:29]2)[CH2:10][NH:11][CH2:12][CH:13]1[CH2:18][CH2:17][N:16]([CH2:19][CH2:20][C:21](O)=[O:22])[CH2:15][CH2:14]1)([C:4]([CH3:7])([CH3:6])[CH3:5])([CH3:3])[CH3:2].[CH2:36]([NH2:43])[C:37]1[CH:42]=[CH:41][CH:40]=[CH:39][CH:38]=1.C(N(CC)CC)C.CN(C(ON1N=NC2C=CC=NC1=2)=[N+](C)C)C.F[P-](F)(F)(F)(F)F. (4) Given the product [CH3:37][N:35]([CH2:34][C:31]1[CH:30]=[CH:29][C:28]([C:24]2[CH:25]=[CH:26][CH:27]=[C:22]([N:12]3[C:13]4[N:20]=[CH:19][C:18]([F:21])=[CH:17][C:14]=4[C:15](=[O:16])[N:10]([C@@H:7]4[CH2:8][CH2:9][C@H:4]([NH:3][C:51](=[O:52])[C:50]5[CH:54]=[CH:55][CH:56]=[CH:57][C:49]=5[O:48][CH2:47][CH2:46][O:45][CH:40]5[CH2:41][CH2:42][CH2:43][CH2:44][O:39]5)[CH2:5][CH2:6]4)[C:11]3=[O:38])[CH:23]=2)=[CH:33][CH:32]=1)[CH3:36], predict the reactants needed to synthesize it. The reactants are: Cl.Cl.[NH2:3][C@@H:4]1[CH2:9][CH2:8][C@H:7]([N:10]2[C:15](=[O:16])[C:14]3[CH:17]=[C:18]([F:21])[CH:19]=[N:20][C:13]=3[N:12]([C:22]3[CH:23]=[C:24]([C:28]4[CH:33]=[CH:32][C:31]([CH2:34][N:35]([CH3:37])[CH3:36])=[CH:30][CH:29]=4)[CH:25]=[CH:26][CH:27]=3)[C:11]2=[O:38])[CH2:6][CH2:5]1.[O:39]1[CH2:44][CH2:43][CH2:42][CH2:41][CH:40]1[O:45][CH2:46][CH2:47][O:48][C:49]1[CH:57]=[CH:56][CH:55]=[CH:54][C:50]=1[C:51](O)=[O:52].CCN(C(C)C)C(C)C.CN(C(ON1N=NC2C=CC=NC1=2)=[N+](C)C)C.F[P-](F)(F)(F)(F)F.